This data is from Forward reaction prediction with 1.9M reactions from USPTO patents (1976-2016). The task is: Predict the product of the given reaction. (1) Given the reactants [H-].[H-].[H-].[H-].[Li+].[Al+3].C[O:8][C:9]([C:11]1[CH:20]=[C:19]([O:21][CH2:22][C:23]2[CH:28]=[CH:27][CH:26]=[CH:25][CH:24]=2)[C:18]2[C:13](=[CH:14][CH:15]=[C:16]([F:29])[CH:17]=2)[CH:12]=1)=O, predict the reaction product. The product is: [CH2:22]([O:21][C:19]1[C:18]2[C:13](=[CH:14][CH:15]=[C:16]([F:29])[CH:17]=2)[CH:12]=[C:11]([CH2:9][OH:8])[CH:20]=1)[C:23]1[CH:24]=[CH:25][CH:26]=[CH:27][CH:28]=1. (2) Given the reactants [NH2:1][C:2]1[C:3]([C:16]([NH:18][CH3:19])=[O:17])=[N:4][C:5]([C:8]2[CH:13]=[CH:12][CH:11]=[C:10]([C:14]#[N:15])[CH:9]=2)=[CH:6][N:7]=1.[NH2:20][OH:21], predict the reaction product. The product is: [NH2:1][C:2]1[C:3]([C:16]([NH:18][CH3:19])=[O:17])=[N:4][C:5]([C:8]2[CH:13]=[CH:12][CH:11]=[C:10]([C:14]([NH:20][OH:21])=[NH:15])[CH:9]=2)=[CH:6][N:7]=1. (3) Given the reactants [CH3:1][O:2][C:3]1[N:11]=[C:10]2[C:6]([NH:7][CH:8]=[N:9]2)=[C:5]([NH2:12])[N:4]=1.C(O[C@@H:17]1[O:39][C@H:38]([CH2:40][O:41][C:42](=[O:49])[C:43]2[CH:48]=[CH:47][CH:46]=[CH:45][CH:44]=2)[C@@H:28]([O:29][C:30](=[O:37])[C:31]2[CH:36]=[CH:35][CH:34]=[CH:33][CH:32]=2)[C@H:18]1[O:19][C:20](=[O:27])[C:21]1[CH:26]=[CH:25][CH:24]=[CH:23][CH:22]=1)(=O)C.FC(S(O[Si](C)(C)C)(=O)=O)(F)F, predict the reaction product. The product is: [C:20]([O:19][C@@H:18]1[C@H:28]([O:29][C:30](=[O:37])[C:31]2[CH:36]=[CH:35][CH:34]=[CH:33][CH:32]=2)[C@@H:38]([CH2:40][O:41][C:42](=[O:49])[C:43]2[CH:44]=[CH:45][CH:46]=[CH:47][CH:48]=2)[O:39][C@H:17]1[N:9]1[CH:8]=[N:7][C:6]2[C:10]1=[N:11][C:3]([O:2][CH3:1])=[N:4][C:5]=2[NH2:12])(=[O:27])[C:21]1[CH:26]=[CH:25][CH:24]=[CH:23][CH:22]=1. (4) Given the reactants [CH2:1]([O:8][C:9]([N:11]1[CH2:16][CH:15]([NH:17][C:18]([O:20][C:21]([CH3:24])([CH3:23])[CH3:22])=[O:19])[CH2:14][CH:13](C(O)=O)[CH2:12]1)=[O:10])[C:2]1[CH:7]=[CH:6][CH:5]=[CH:4][CH:3]=1.C1C=CC(P(N=[N+]=[N-])(C2C=CC=CC=2)=[O:35])=CC=1.CC[N:47]([CH:51](C)C)C(C)C.[CH3:54][C:55]([OH:58])([CH3:57])[CH3:56], predict the reaction product. The product is: [C:55]([O:58][C:51]([NH:47][CH:13]1[CH2:14][CH:15]([NH:17][C:18]([O:20][C:21]([CH3:23])([CH3:22])[CH3:24])=[O:19])[CH2:16][N:11]([C:9]([O:8][CH2:1][C:2]2[CH:7]=[CH:6][CH:5]=[CH:4][CH:3]=2)=[O:10])[CH2:12]1)=[O:35])([CH3:57])([CH3:56])[CH3:54]. (5) The product is: [CH2:4]([C:5]1[O:6][C:9]2[CH:10]=[CH:11][CH:12]=[C:13]([O:14][CH3:15])[C:8]=2[N:7]=1)[CH3:3]. Given the reactants CO[CH2:3][CH2:4][C:5]([NH:7][C:8]1[C:13]([OH:14])=[CH:12][CH:11]=[CH:10][CH:9]=1)=[O:6].[C:15](=O)([O-])O.[Na+], predict the reaction product. (6) Given the reactants [Br:1][C:2]1[CH:3]=[C:4]([CH:12]([CH2:16][CH:17]2[CH2:21][CH2:20][CH2:19][CH2:18]2)[C:13]([OH:15])=O)[CH:5]=[CH:6][C:7]=1[S:8]([CH3:11])(=[O:10])=[O:9].C(N(CC)CC)C.F[P-](F)(F)(F)(F)F.N1(O[P+](N(C)C)(N(C)C)N(C)C)C2C=CC=CC=2N=N1.[NH2:56][C:57]1[NH:58][C:59]2[CH:65]=[CH:64][CH:63]=[CH:62][C:60]=2[N:61]=1, predict the reaction product. The product is: [NH:58]1[C:59]2[CH:65]=[CH:64][CH:63]=[CH:62][C:60]=2[N:61]=[C:57]1[NH:56][C:13](=[O:15])[CH:12]([C:4]1[CH:5]=[CH:6][C:7]([S:8]([CH3:11])(=[O:9])=[O:10])=[C:2]([Br:1])[CH:3]=1)[CH2:16][CH:17]1[CH2:21][CH2:20][CH2:19][CH2:18]1. (7) Given the reactants [NH2:1][C:2]1[CH:19]=[CH:18][C:5]([O:6][C:7]2[C:16]3[NH:15][C:14](=[O:17])[CH:13]=[N:12][C:11]=3[N:10]=[CH:9][CH:8]=2)=[CH:4][C:3]=1[S:20][CH3:21].[C:22]([C:26]1[CH:30]=[C:29]([N:31]=[C:32]=[O:33])[N:28]([C:34]2[CH:39]=[CH:38][CH:37]=[CH:36][CH:35]=2)[N:27]=1)([CH3:25])([CH3:24])[CH3:23], predict the reaction product. The product is: [C:22]([C:26]1[CH:30]=[C:29]([NH:31][C:32]([NH:1][C:2]2[CH:19]=[CH:18][C:5]([O:6][C:7]3[C:16]4[NH:15][C:14](=[O:17])[CH:13]=[N:12][C:11]=4[N:10]=[CH:9][CH:8]=3)=[CH:4][C:3]=2[S:20][CH3:21])=[O:33])[N:28]([C:34]2[CH:39]=[CH:38][CH:37]=[CH:36][CH:35]=2)[N:27]=1)([CH3:25])([CH3:23])[CH3:24].